The task is: Predict the reactants needed to synthesize the given product.. This data is from Full USPTO retrosynthesis dataset with 1.9M reactions from patents (1976-2016). (1) Given the product [NH2:72][C:71]1[CH:73]=[CH:74][C:68]([C:66]#[C:67][C:2]2[CH:7]=[C:6]([CH2:8][N:9]([CH2:18][CH2:19][N:20]([CH2:29][C:30]([O:32][C:33]([CH3:34])([CH3:35])[CH3:36])=[O:31])[CH2:21][C:22]([O:24][C:25]([CH3:26])([CH3:27])[CH3:28])=[O:23])[CH2:10][C:11]([O:13][C:14]([CH3:17])([CH3:16])[CH3:15])=[O:12])[N:5]=[C:4]([CH2:37][N:38]([CH2:47][CH2:48][N:49]([CH2:50][C:51]([O:53][C:54]([CH3:57])([CH3:56])[CH3:55])=[O:52])[CH2:58][C:59]([O:61][C:62]([CH3:65])([CH3:64])[CH3:63])=[O:60])[CH2:39][C:40](=[O:46])[O:41][C:42]([CH3:44])([CH3:45])[CH3:43])[CH:3]=2)=[CH:69][CH:70]=1, predict the reactants needed to synthesize it. The reactants are: Br[C:2]1[CH:7]=[C:6]([CH2:8][N:9]([CH2:18][CH2:19][N:20]([CH2:29][C:30]([O:32][C:33]([CH3:36])([CH3:35])[CH3:34])=[O:31])[CH2:21][C:22]([O:24][C:25]([CH3:28])([CH3:27])[CH3:26])=[O:23])[CH2:10][C:11]([O:13][C:14]([CH3:17])([CH3:16])[CH3:15])=[O:12])[N:5]=[C:4]([CH2:37][N:38]([CH2:47][CH2:48][N:49]([CH2:58][C:59]([O:61][C:62]([CH3:65])([CH3:64])[CH3:63])=[O:60])[CH2:50][C:51]([O:53][C:54]([CH3:57])([CH3:56])[CH3:55])=[O:52])[CH2:39][C:40](=[O:46])[O:41][C:42]([CH3:45])([CH3:44])[CH3:43])[CH:3]=1.[C:66]([C:68]1[CH:74]=[CH:73][C:71]([NH2:72])=[CH:70][CH:69]=1)#[CH:67].CCN(C(C)C)C(C)C. (2) Given the product [Cl:11][C:7]1[CH:8]=[CH:9][CH:10]=[C:2]([Cl:1])[C:3]=1[C:4]([NH:21][CH2:20][CH:19]([C:16]1[CH:17]=[N:18][C:13]([CH3:12])=[N:14][CH:15]=1)[N:22]1[CH2:23][CH2:24][O:25][CH2:26][CH2:27]1)=[O:6], predict the reactants needed to synthesize it. The reactants are: [Cl:1][C:2]1[CH:10]=[CH:9][CH:8]=[C:7]([Cl:11])[C:3]=1[C:4]([OH:6])=O.[CH3:12][C:13]1[N:18]=[CH:17][C:16]([CH:19]([N:22]2[CH2:27][CH2:26][O:25][CH2:24][CH2:23]2)[CH2:20][NH2:21])=[CH:15][N:14]=1.